From a dataset of Full USPTO retrosynthesis dataset with 1.9M reactions from patents (1976-2016). Predict the reactants needed to synthesize the given product. (1) Given the product [CH2:12]([N:19]1[CH2:23][CH2:24][C:9]([C:5]2[CH:4]=[N:3][CH:8]=[CH:7][CH:6]=2)([C:10]#[N:11])[CH2:21][CH2:20]1)[C:13]1[CH:18]=[CH:17][CH:16]=[CH:15][CH:14]=1, predict the reactants needed to synthesize it. The reactants are: [OH-].[K+].[N:3]1[CH:8]=[CH:7][CH:6]=[C:5]([CH2:9][C:10]#[N:11])[CH:4]=1.[CH2:12]([N:19]([CH2:23][CH2:24]Cl)[CH2:20][CH2:21]Cl)[C:13]1[CH:18]=[CH:17][CH:16]=[CH:15][CH:14]=1.C1OCCOCCOCCOCCOCCOC1. (2) Given the product [Cl:3][C:4]1[N:5]=[CH:6][C:7]2[CH:8]=[CH:9][N:10]([CH2:14][O:15][CH2:16][CH2:17][Si:18]([CH3:21])([CH3:20])[CH3:19])[C:11]=2[CH:12]=1, predict the reactants needed to synthesize it. The reactants are: [H-].[Na+].[Cl:3][C:4]1[CH:12]=[C:11]2[C:7]([CH:8]=[CH:9][NH:10]2)=[CH:6][N:5]=1.Cl[CH2:14][O:15][CH2:16][CH2:17][Si:18]([CH3:21])([CH3:20])[CH3:19]. (3) Given the product [C:1]([O:5][C:6]([N:8]1[C:13]2[CH:14]=[C:15]([Cl:26])[C:16]([N:18]([C:19]([O:21][C:22]([CH3:24])([CH3:25])[CH3:23])=[O:20])[CH3:47])=[CH:17][C:12]=2[O:11][CH:10]([C:27]([N:29]2[CH2:34][CH2:33][C:32]([C:43]#[N:44])([CH2:35][C:36]3[CH:41]=[CH:40][C:39]([F:42])=[CH:38][CH:37]=3)[CH2:31][CH2:30]2)=[O:28])[CH2:9]1)=[O:7])([CH3:2])([CH3:3])[CH3:4], predict the reactants needed to synthesize it. The reactants are: [C:1]([O:5][C:6]([N:8]1[C:13]2[CH:14]=[C:15]([Cl:26])[C:16]([NH:18][C:19]([O:21][C:22]([CH3:25])([CH3:24])[CH3:23])=[O:20])=[CH:17][C:12]=2[O:11][CH:10]([C:27]([N:29]2[CH2:34][CH2:33][C:32]([C:43]#[N:44])([CH2:35][C:36]3[CH:41]=[CH:40][C:39]([F:42])=[CH:38][CH:37]=3)[CH2:31][CH2:30]2)=[O:28])[CH2:9]1)=[O:7])([CH3:4])([CH3:3])[CH3:2].[H-].[Na+].[CH3:47]I. (4) Given the product [CH2:1]([O:4][C:5]1[CH:10]=[C:9]([O:11][C:12]2[CH:17]=[CH:16][C:15]([C:18]([F:19])([F:20])[F:21])=[CH:14][N:13]=2)[CH:8]=[CH:7][C:6]=1[CH2:22][CH2:23][CH2:24][OH:25])[CH2:2][CH3:3], predict the reactants needed to synthesize it. The reactants are: [CH2:1]([O:4][C:5]1[CH:10]=[C:9]([O:11][C:12]2[CH:17]=[CH:16][C:15]([C:18]([F:21])([F:20])[F:19])=[CH:14][N:13]=2)[CH:8]=[CH:7][C:6]=1[CH2:22][CH2:23][C:24](OCC)=[O:25])[CH2:2][CH3:3].[H-].[Al+3].[Li+].[H-].[H-].[H-].O.O.O.O.O.O.O.O.O.O.S([O-])([O-])(=O)=O.[Na+].[Na+]. (5) The reactants are: [H-].[Na+].[Br:3][C:4]1[N:9]=[C:8]([C:10](OCC)=[O:11])[C:7]([N:15]([CH3:20])[S:16]([CH3:19])(=[O:18])=[O:17])=[CH:6][CH:5]=1. Given the product [Br:3][C:4]1[CH:5]=[CH:6][C:7]2[N:15]([CH3:20])[S:16](=[O:18])(=[O:17])[CH2:19][C:10](=[O:11])[C:8]=2[N:9]=1, predict the reactants needed to synthesize it. (6) Given the product [NH:1]1[C:9]2[C:4](=[CH:5][CH:6]=[CH:7][CH:8]=2)[CH:3]=[CH:2]1, predict the reactants needed to synthesize it. The reactants are: [NH:1]1[C:9]2[C:4](=[CH:5][C:6](C#N)=[CH:7][CH:8]=2)[CH:3]=[CH:2]1.N1C2C(=CC=CC=2)C=C1C#N. (7) Given the product [CH2:8]([C:13]12[CH2:18][CH2:17][C:16]([C:21]([O:23][CH3:1])=[O:22])([CH2:15][CH2:14]1)[CH2:19][CH2:20]2)[CH2:9][CH2:10][CH2:11][CH3:12], predict the reactants needed to synthesize it. The reactants are: [CH3:1][Si](C=[N+]=[N-])(C)C.[CH2:8]([C:13]12[CH2:20][CH2:19][C:16]([C:21]([OH:23])=[O:22])([CH2:17][CH2:18]1)[CH2:15][CH2:14]2)[CH2:9][CH2:10][CH2:11][CH3:12]. (8) Given the product [Si:3]([O:10][CH2:11][CH2:12][O:13][C:22]1[C:21]([C:19]2[C:18]3[N:29]([CH2:41][C@H:42]4[CH2:47][CH2:46][C@H:45]([CH3:48])[CH2:44][CH2:43]4)[C:30]([N:32]4[CH2:37][CH2:36][O:35][C@@H:34]5[CH2:38][CH2:39][CH2:40][C@@H:33]45)=[N:31][C:17]=3[CH:16]=[C:15]([Cl:14])[N:20]=2)=[CH:26][C:25]([Cl:27])=[CH:24][N:23]=1)([C:6]([CH3:8])([CH3:9])[CH3:7])([CH3:5])[CH3:4], predict the reactants needed to synthesize it. The reactants are: [H-].[Na+].[Si:3]([O:10][CH2:11][CH2:12][OH:13])([C:6]([CH3:9])([CH3:8])[CH3:7])([CH3:5])[CH3:4].[Cl:14][C:15]1[N:20]=[C:19]([C:21]2[C:22](F)=[N:23][CH:24]=[C:25]([Cl:27])[CH:26]=2)[C:18]2[N:29]([CH2:41][C@H:42]3[CH2:47][CH2:46][C@H:45]([CH3:48])[CH2:44][CH2:43]3)[C:30]([N:32]3[CH2:37][CH2:36][O:35][C@@H:34]4[CH2:38][CH2:39][CH2:40][C@@H:33]34)=[N:31][C:17]=2[CH:16]=1. (9) Given the product [Cl:25][C:26]1[CH:27]=[C:28]([C:52]([NH:16][C@@H:11]2[CH2:12][CH2:13][N:15]([CH3:14])[C:10]2=[O:57])=[O:54])[CH:29]=[N:30][C:31]=1[NH:32][NH:33][C:34]([NH:36][CH:37]1[C:43]2[CH:44]=[CH:45][CH:46]=[CH:47][C:42]=2[CH2:41][CH2:40][C:39]2[CH:48]=[CH:49][CH:50]=[CH:51][C:38]1=2)=[S:35], predict the reactants needed to synthesize it. The reactants are: CN(C(ON1N=[N:16][C:11]2[CH:12]=[CH:13][CH:14]=[N:15][C:10]1=2)=[N+](C)C)C.F[P-](F)(F)(F)(F)F.[Cl:25][C:26]1[CH:27]=[C:28]([C:52]([OH:54])=O)[CH:29]=[N:30][C:31]=1[NH:32][NH:33][C:34]([NH:36][CH:37]1[C:43]2[CH:44]=[CH:45][CH:46]=[CH:47][C:42]=2[CH2:41][CH2:40][C:39]2[CH:48]=[CH:49][CH:50]=[CH:51][C:38]1=2)=[S:35].CC(N(C)C)=[O:57]. (10) Given the product [CH3:1][O:2][C:3]1[CH:11]=[C:10]2[C:6]([C:7]([C:30](=[O:38])[C:31]3[CH:36]=[CH:35][C:34]([CH3:37])=[CH:33][CH:32]=3)=[C:8]([CH3:29])[N:9]2[CH2:12][C:13]2[CH:14]=[C:15]([CH:26]=[CH:27][CH:28]=2)[CH2:16][O:17][C:18]2([C:21]([OH:23])=[O:22])[CH2:19][CH2:20]2)=[CH:5][CH:4]=1, predict the reactants needed to synthesize it. The reactants are: [CH3:1][O:2][C:3]1[CH:11]=[C:10]2[C:6]([C:7]([C:30](=[O:38])[C:31]3[CH:36]=[CH:35][C:34]([CH3:37])=[CH:33][CH:32]=3)=[C:8]([CH3:29])[N:9]2[CH2:12][C:13]2[CH:14]=[C:15]([CH:26]=[CH:27][CH:28]=2)[CH2:16][O:17][C:18]2([C:21]([O:23]CC)=[O:22])[CH2:20][CH2:19]2)=[CH:5][CH:4]=1.C1COCC1.[OH-].[Na+].